From a dataset of Reaction yield outcomes from USPTO patents with 853,638 reactions. Predict the reaction yield, written as a fraction of the theoretical maximum amount of product (1.0 means a 100% yield; for example, 0.34 means a 34% yield). (1) The reactants are [Br:1][C:2]1[NH:3][CH:4]=[C:5]2[C:9](=[O:10])[CH2:8][CH2:7][C:6]=12.[H-].[Na+].[Cl:13][C:14]1[CH:15]=[C:16]([S:20](Cl)(=[O:22])=[O:21])[CH:17]=[CH:18][CH:19]=1.O. The catalyst is CN(C)C=O. The product is [Br:1][C:2]1[N:3]([S:20]([C:16]2[CH:17]=[CH:18][CH:19]=[C:14]([Cl:13])[CH:15]=2)(=[O:22])=[O:21])[CH:4]=[C:5]2[C:9](=[O:10])[CH2:8][CH2:7][C:6]=12. The yield is 0.710. (2) The reactants are [C:1]1([C:11]2[CH2:15][CH2:14][C:13](=[O:16])[CH:12]=2)[C:10]2[C:5](=[CH:6][CH:7]=[CH:8][CH:9]=2)[CH:4]=[CH:3][CH:2]=1.[Cl-].[Cl-].[Cl-].[Ce+3].[BH4-].[Na+]. The catalyst is C(O)C. The product is [C:1]1([C:11]2[CH2:15][CH2:14][CH:13]([OH:16])[CH:12]=2)[C:10]2[C:5](=[CH:6][CH:7]=[CH:8][CH:9]=2)[CH:4]=[CH:3][CH:2]=1. The yield is 0.740. (3) The reactants are Cl[CH2:2][C:3](Cl)=[O:4].[NH2:6][C:7]1[CH:12]=[CH:11][CH:10]=[CH:9][CH:8]=1.CCN(CC)CC.[N-:20]=[N+:21]=[N-:22].[Na+]. The catalyst is ClCCl.CN(C=O)C.C(OCC)(=O)C. The product is [C:7]1([NH:6][C:3](=[O:4])[CH2:2][N:20]=[N+:21]=[N-:22])[CH:12]=[CH:11][CH:10]=[CH:9][CH:8]=1. The yield is 0.630. (4) The reactants are II.C([O:5][CH:6](OCC)[CH:7]1[C:16]2([CH2:21][CH2:20][N:19]([C:22]([O:24][CH2:25][C:26]3[CH:31]=[CH:30][CH:29]=[CH:28][CH:27]=3)=[O:23])[CH2:18][CH2:17]2)[O:15][C:14]2[C:9](=[CH:10][CH:11]=[CH:12][CH:13]=2)[C:8]1=[O:32])C. The catalyst is CC(C)=O. The product is [OH:5][CH:6]=[C:7]1[C:16]2([CH2:21][CH2:20][N:19]([C:22]([O:24][CH2:25][C:26]3[CH:31]=[CH:30][CH:29]=[CH:28][CH:27]=3)=[O:23])[CH2:18][CH2:17]2)[O:15][C:14]2[C:9](=[CH:10][CH:11]=[CH:12][CH:13]=2)[C:8]1=[O:32]. The yield is 0.880. (5) The reactants are [C:1]1([C:12]2[CH:17]=[CH:16][CH:15]=[CH:14][CH:13]=2)[CH:6]=[CH:5][CH:4]=[C:3]([CH2:7][NH:8][C:9](=[O:11])[CH3:10])[CH:2]=1.[H-].[Na+].[CH3:20]I. The catalyst is C1(C)C=CC=CC=1. The product is [C:1]1([C:12]2[CH:17]=[CH:16][CH:15]=[CH:14][CH:13]=2)[CH:6]=[CH:5][CH:4]=[C:3]([CH2:7][N:8]([CH3:20])[C:9](=[O:11])[CH3:10])[CH:2]=1. The yield is 1.08. (6) The reactants are [Cl:1][C:2]1[C:3]([C:10]2[CH:11]=[N:12][C:13]([CH3:16])=[CH:14][CH:15]=2)=[N:4][CH:5]=[C:6]([CH:8]=[CH2:9])[CH:7]=1.[Se](=O)=[O:18]. The catalyst is O1CCOCC1. The product is [Cl:1][C:2]1[C:3]([C:10]2[CH:11]=[N:12][C:13]([CH:16]=[O:18])=[CH:14][CH:15]=2)=[N:4][CH:5]=[C:6]([CH:8]=[CH2:9])[CH:7]=1. The yield is 0.750. (7) The reactants are [N:1]([C:4]1[CH:9]=[CH:8][C:7]([N:10]2[CH2:15][CH2:14][N:13]([CH3:16])[CH2:12][CH2:11]2)=[CH:6][CH:5]=1)=[C:2]=[O:3].[O:17]1[C:21]([C:22]2[CH:28]=[CH:27][C:25]([NH2:26])=[CH:24][CH:23]=2)=[CH:20][N:19]=[CH:18]1. The catalyst is CN(C=O)C.C(OCC)(=O)C.O. The product is [CH3:16][N:13]1[CH2:12][CH2:11][N:10]([C:7]2[CH:6]=[CH:5][C:4]([NH:1][C:2]([NH:26][C:25]3[CH:24]=[CH:23][C:22]([C:21]4[O:17][CH:18]=[N:19][CH:20]=4)=[CH:28][CH:27]=3)=[O:3])=[CH:9][CH:8]=2)[CH2:15][CH2:14]1. The yield is 0.310.